Dataset: Catalyst prediction with 721,799 reactions and 888 catalyst types from USPTO. Task: Predict which catalyst facilitates the given reaction. (1) Reactant: [Br:1][C:2]1[C:3]([N:8]2[CH2:12][CH:11]([CH2:13][OH:14])[CH2:10][C:9]2=[O:15])=[N:4][N:5]([CH3:7])[CH:6]=1.N1C=CN=C1.[C:21]([Si:25]([CH3:28])([CH3:27])Cl)([CH3:24])([CH3:23])[CH3:22]. Product: [Br:1][C:2]1[C:3]([N:8]2[CH2:12][CH:11]([CH2:13][O:14][Si:25]([C:21]([CH3:24])([CH3:23])[CH3:22])([CH3:28])[CH3:27])[CH2:10][C:9]2=[O:15])=[N:4][N:5]([CH3:7])[CH:6]=1. The catalyst class is: 39. (2) Reactant: [OH:1][CH2:2][C:3]1[CH:4]=[C:5]([CH:10]=[C:11]([CH2:13][OH:14])[CH:12]=1)[C:6]([O:8][CH3:9])=[O:7].[C:15]1(P([C:15]2[CH:20]=[CH:19][CH:18]=[CH:17][CH:16]=2)[C:15]2[CH:20]=[CH:19][CH:18]=[CH:17][CH:16]=2)[CH:20]=[CH:19][CH:18]=[CH:17][CH:16]=1.[C:34]1(O)[CH:39]=[CH:38][CH:37]=[CH:36][CH:35]=1. Product: [O:1]([CH2:2][C:3]1[CH:4]=[C:5]([CH:10]=[C:11]([CH2:13][O:14][C:34]2[CH:39]=[CH:38][CH:37]=[CH:36][CH:35]=2)[CH:12]=1)[C:6]([O:8][CH3:9])=[O:7])[C:15]1[CH:20]=[CH:19][CH:18]=[CH:17][CH:16]=1. The catalyst class is: 1. (3) Reactant: Cl[CH2:2][CH2:3][NH:4][S:5]([NH:8][C:9]1[CH:14]=[CH:13][C:12]([C:15]2[N:16]([CH2:28][CH3:29])[C:17]3[C:22]([C:23]=2[C:24]#[N:25])=[CH:21][CH:20]=[C:19]([O:26][CH3:27])[CH:18]=3)=[CH:11][CH:10]=1)(=[O:7])=[O:6].C(=O)([O-])[O-].[K+].[K+]. Product: [O:6]=[S:5]1(=[O:7])[NH:4][CH2:3][CH2:2][N:8]1[C:9]1[CH:14]=[CH:13][C:12]([C:15]2[N:16]([CH2:28][CH3:29])[C:17]3[C:22]([C:23]=2[C:24]#[N:25])=[CH:21][CH:20]=[C:19]([O:26][CH3:27])[CH:18]=3)=[CH:11][CH:10]=1. The catalyst class is: 18. (4) Reactant: [CH3:1][C:2]1[O:3][C:4]2[C:9]([C:10](=[O:12])[CH:11]=1)=[CH:8][CH:7]=[CH:6][C:5]=2[CH:13]=O.O=[C:16]([CH3:23])[CH2:17][C:18]([O:20][CH2:21][CH3:22])=[O:19].[NH2:24][C:25]([CH3:36])=[CH:26][C:27]([C:29]1[CH:34]=[CH:33][C:32]([F:35])=[CH:31][CH:30]=1)=[O:28].C(O)(=O)C. Product: [CH3:23][C:16]1[NH:24][C:25]([CH3:36])=[C:26]([C:27](=[O:28])[C:29]2[CH:34]=[CH:33][C:32]([F:35])=[CH:31][CH:30]=2)[CH:13]([C:5]2[CH:6]=[CH:7][CH:8]=[C:9]3[C:4]=2[O:3][C:2]([CH3:1])=[CH:11][C:10]3=[O:12])[C:17]=1[C:18]([O:20][CH2:21][CH3:22])=[O:19]. The catalyst class is: 41.